This data is from Forward reaction prediction with 1.9M reactions from USPTO patents (1976-2016). The task is: Predict the product of the given reaction. (1) Given the reactants [CH3:1][O:2][CH2:3][C:4]1[CH:9]=[C:8]([C:10]2[O:14][N:13]=[C:12]([C:15]3[CH:16]=[C:17]([CH:21]=[CH:22][CH:23]=3)[C:18](Cl)=[O:19])[N:11]=2)[CH:7]=[CH:6][C:5]=1[C:24]1[CH:29]=[CH:28][CH:27]=[CH:26][C:25]=1[CH3:30].Cl.[CH2:32]([O:34][C:35]([C:37]1([NH2:40])[CH2:39][CH2:38]1)=[O:36])[CH3:33], predict the reaction product. The product is: [CH3:1][O:2][CH2:3][C:4]1[CH:9]=[C:8]([C:10]2[O:14][N:13]=[C:12]([C:15]3[CH:16]=[C:17]([CH:21]=[CH:22][CH:23]=3)[C:18]([NH:40][C:37]3([C:35]([O:34][CH2:32][CH3:33])=[O:36])[CH2:39][CH2:38]3)=[O:19])[N:11]=2)[CH:7]=[CH:6][C:5]=1[C:24]1[CH:29]=[CH:28][CH:27]=[CH:26][C:25]=1[CH3:30]. (2) The product is: [Cl:1][C:2]1[CH:3]=[N:4][C:5]2[N:6]([N:8]=[C:9]([C:11]([N:16]3[CH2:17][CH:18]=[C:19]([C:21]4[CH:26]=[CH:25][N:24]=[CH:23][N:22]=4)[CH2:20][CH:15]3[CH3:14])=[O:13])[CH:10]=2)[CH:7]=1. Given the reactants [Cl:1][C:2]1[CH:3]=[N:4][C:5]2[N:6]([N:8]=[C:9]([C:11]([OH:13])=O)[CH:10]=2)[CH:7]=1.[CH3:14][CH:15]1[CH2:20][C:19]([C:21]2[CH:26]=[CH:25][N:24]=[CH:23][N:22]=2)=[CH:18][CH2:17][NH:16]1, predict the reaction product. (3) Given the reactants Cl[Si](C)(C)[CH3:3].[NH:6]1[CH:10]=[CH:9][CH:8]=[C:7]1[C:11]([OH:13])=[O:12], predict the reaction product. The product is: [CH3:3][O:12][C:11]([C:7]1[NH:6][CH:10]=[CH:9][CH:8]=1)=[O:13]. (4) Given the reactants Br[CH:2]([C:23]1[CH:28]=[CH:27][CH:26]=[CH:25][CH:24]=1)[C:3]([C:5]1[CH:10]=[CH:9][C:8]([C:11]2([NH:15][C:16](=[O:22])[O:17][C:18]([CH3:21])([CH3:20])[CH3:19])[CH2:14][CH2:13][CH2:12]2)=[CH:7][CH:6]=1)=O.[NH2:29][C:30]1[N:35]=[N:34][C:33]([C:36]([O:38][CH2:39][CH3:40])=[O:37])=[CH:32][CH:31]=1.C(N(CC)C(C)C)(C)C, predict the reaction product. The product is: [C:18]([O:17][C:16]([NH:15][C:11]1([C:8]2[CH:7]=[CH:6][C:5]([C:3]3[N:29]=[C:30]4[CH:31]=[CH:32][C:33]([C:36]([O:38][CH2:39][CH3:40])=[O:37])=[N:34][N:35]4[C:2]=3[C:23]3[CH:24]=[CH:25][CH:26]=[CH:27][CH:28]=3)=[CH:10][CH:9]=2)[CH2:12][CH2:13][CH2:14]1)=[O:22])([CH3:20])([CH3:19])[CH3:21]. (5) Given the reactants Cl.[F:2][C:3]1[CH:10]=[C:9]([C:11]2[CH:16]=[CH:15][N:14]=[C:13]3[NH:17][C:18]([C:20]4[CH:21]=[N:22][N:23]([CH3:25])[CH:24]=4)=[N:19][C:12]=23)[CH:8]=[CH:7][C:4]=1[CH2:5][NH2:6].CCN(C(C)C)C(C)C.[CH3:35][S:36](Cl)(=[O:38])=[O:37], predict the reaction product. The product is: [F:2][C:3]1[CH:10]=[C:9]([C:11]2[CH:16]=[CH:15][N:14]=[C:13]3[NH:17][C:18]([C:20]4[CH:21]=[N:22][N:23]([CH3:25])[CH:24]=4)=[N:19][C:12]=23)[CH:8]=[CH:7][C:4]=1[CH2:5][NH:6][S:36]([CH3:35])(=[O:38])=[O:37]. (6) Given the reactants C([Si](C)(C)[N:6]1[C:14]2[C:9](=[CH:10][CH:11]=[C:12]([F:15])[CH:13]=2)[CH:8]=[CH:7]1)(C)(C)C.Cl[C:19]1[CH:24]=[CH:23][N:22]=[C:21]([NH:25][CH:26]2[CH2:31][C:30]([CH3:33])([CH3:32])[NH:29][C:28]([CH3:35])([CH3:34])[CH2:27]2)[N:20]=1.CCCC[N+](CCCC)(CCCC)CCCC.[F-], predict the reaction product. The product is: [F:15][C:12]1[CH:13]=[C:14]2[C:9]([C:8]([C:23]3[CH:24]=[CH:19][N:20]=[C:21]([NH:25][CH:26]4[CH2:31][C:30]([CH3:33])([CH3:32])[NH:29][C:28]([CH3:35])([CH3:34])[CH2:27]4)[N:22]=3)=[CH:7][NH:6]2)=[CH:10][CH:11]=1. (7) Given the reactants [NH:1]1[C:10]2[C:5](=[CH:6]C=C[CH:9]=2)[CH:4]=[CH:3][C:2]1=O.[C:20](O[C:20]([O:22][C:23]([CH3:26])([CH3:25])[CH3:24])=[O:21])([O:22][C:23]([CH3:26])([CH3:25])[CH3:24])=[O:21].CCO[C:30]([CH3:32])=[O:31].[CH3:33]CCCCC, predict the reaction product. The product is: [C:23]([O:22][C:20]([N:1]1[C:2]2[C:32](=[CH:6][CH:5]=[CH:4][CH:3]=2)[C:30](=[O:31])[CH2:33][CH:10]1[CH3:9])=[O:21])([CH3:24])([CH3:25])[CH3:26]. (8) Given the reactants C1(S([C:10]2[CH:11]3[CH2:21][CH2:20][CH:18]([CH:19]=2)[C:17]2[C:12]3=[CH:13][CH:14]=[CH:15][CH:16]=2)(=O)=O)C=CC=CC=1.[N+:22]([CH2:24][C:25]([O:27][CH2:28][CH3:29])=[O:26])#[C-:23].C(O[K])(C)(C)C.Cl, predict the reaction product. The product is: [CH2:28]([O:27][C:25]([C:24]1[NH:22][CH:23]=[C:19]2[C:10]=1[CH:11]1[CH2:21][CH2:20][CH:18]2[C:17]2[CH:16]=[CH:15][CH:14]=[CH:13][C:12]=21)=[O:26])[CH3:29]. (9) Given the reactants FC(F)(F)C(OC(=O)C(F)(F)F)=[O:4].[Br:14][C:15]1[C:20]([CH3:21])=[CH:19][N+:18]([O-])=[CH:17][C:16]=1[CH3:23].C(N(CC)CC)C, predict the reaction product. The product is: [Br:14][C:15]1[C:20]([CH3:21])=[CH:19][N:18]=[C:17]([OH:4])[C:16]=1[CH3:23].